From a dataset of Forward reaction prediction with 1.9M reactions from USPTO patents (1976-2016). Predict the product of the given reaction. Given the reactants [CH3:1][C:2]1[N:3]=[N:4][N:5]([C:7]2[CH:12]=[CH:11][C:10]([N+:13]([O-])=O)=[CH:9][CH:8]=2)[N:6]=1, predict the reaction product. The product is: [CH3:1][C:2]1[N:3]=[N:4][N:5]([C:7]2[CH:12]=[CH:11][C:10]([NH2:13])=[CH:9][CH:8]=2)[N:6]=1.